This data is from Full USPTO retrosynthesis dataset with 1.9M reactions from patents (1976-2016). The task is: Predict the reactants needed to synthesize the given product. (1) The reactants are: [CH2:1]([C:3]1[C:11]2[C:6](=[CH:7][CH:8]=[CH:9][C:10]=2[NH:12][C:13]([C:15]2[N:19]3[CH:20]=[CH:21][C:22]([C:24](O)=[O:25])=[CH:23][C:18]3=[N:17][CH:16]=2)=[O:14])[N:5]([CH2:27][C:28]2[CH:33]=[CH:32][CH:31]=[C:30]([CH3:34])[N:29]=2)[N:4]=1)[CH3:2].[NH:35]([C:37]([O:39][C:40]([CH3:43])([CH3:42])[CH3:41])=[O:38])[NH2:36].Cl.C(N=C=NCCCN(C)C)C.C(N(CC)CC)C. Given the product [CH2:1]([C:3]1[C:11]2[C:6](=[CH:7][CH:8]=[CH:9][C:10]=2[NH:12][C:13]([C:15]2[N:19]3[CH:20]=[CH:21][C:22]([C:24]([NH:36][NH:35][C:37]([O:39][C:40]([CH3:43])([CH3:42])[CH3:41])=[O:38])=[O:25])=[CH:23][C:18]3=[N:17][CH:16]=2)=[O:14])[N:5]([CH2:27][C:28]2[CH:33]=[CH:32][CH:31]=[C:30]([CH3:34])[N:29]=2)[N:4]=1)[CH3:2], predict the reactants needed to synthesize it. (2) Given the product [C:11]([O:15][C:16]([N:18]1[CH2:23][CH2:22][N:21]([C:2]2[CH:7]=[CH:6][C:5]([N+:8]([O-:10])=[O:9])=[CH:4][N:3]=2)[CH2:20][CH2:19]1)=[O:17])([CH3:14])([CH3:12])[CH3:13], predict the reactants needed to synthesize it. The reactants are: Cl[C:2]1[CH:7]=[CH:6][C:5]([N+:8]([O-:10])=[O:9])=[CH:4][N:3]=1.[C:11]([O:15][C:16]([N:18]1[CH2:23][CH2:22][NH:21][CH2:20][CH2:19]1)=[O:17])([CH3:14])([CH3:13])[CH3:12].C(N(CC)CC)C.C(OCC)(=O)C. (3) Given the product [N:1]12[CH2:6][CH2:5][CH:4]([CH2:7][CH2:8]1)[C@@H:3]([O:9][C:10](=[O:66])[NH:11][C:12]1[CH:17]=[C:16]([CH2:18][CH2:19][CH2:20][O:21][C:22]3[CH:27]=[CH:26][CH:25]=[C:24]([CH2:28][CH2:29][NH:30][CH2:31][C@H:32]([O:33][Si:34]([C:37]([CH3:38])([CH3:39])[CH3:40])([CH3:36])[CH3:35])[C:41]4[CH:50]=[CH:49][C:48]([OH:51])=[C:47]5[C:42]=4[CH:43]=[CH:44][C:45](=[O:59])[NH:46]5)[CH:23]=3)[CH:15]=[CH:14][C:13]=1[C:60]1[CH:61]=[CH:62][CH:63]=[CH:64][CH:65]=1)[CH2:2]2, predict the reactants needed to synthesize it. The reactants are: [N:1]12[CH2:8][CH2:7][CH:4]([CH2:5][CH2:6]1)[C@@H:3]([O:9][C:10](=[O:66])[NH:11][C:12]1[CH:17]=[C:16]([CH2:18][CH2:19][CH2:20][O:21][C:22]3[CH:27]=[CH:26][CH:25]=[C:24]([CH2:28][CH2:29][NH:30][CH2:31][C@@H:32]([C:41]4[CH:50]=[CH:49][C:48]([O:51]CC5C=CC=CC=5)=[C:47]5[C:42]=4[CH:43]=[CH:44][C:45](=[O:59])[NH:46]5)[O:33][Si:34]([C:37]([CH3:40])([CH3:39])[CH3:38])([CH3:36])[CH3:35])[CH:23]=3)[CH:15]=[CH:14][C:13]=1[C:60]1[CH:65]=[CH:64][CH:63]=[CH:62][CH:61]=1)[CH2:2]2. (4) Given the product [C:1]([O:5][C:6](=[O:33])[NH:7][CH2:8][CH2:9][CH2:10][N:11]1[C:20]2[CH:19]=[CH:18][C:17]([N:34]3[CH2:38][CH2:37][CH2:36][CH2:35]3)=[CH:16][C:15]=2[C:14]2=[N:22][N:23]([CH:26]3[CH2:31][CH2:30][CH2:29][CH2:28][O:27]3)[C:24]([CH3:25])=[C:13]2[C:12]1=[O:32])([CH3:4])([CH3:3])[CH3:2], predict the reactants needed to synthesize it. The reactants are: [C:1]([O:5][C:6](=[O:33])[NH:7][CH2:8][CH2:9][CH2:10][N:11]1[C:20]2[CH:19]=[CH:18][C:17](Br)=[CH:16][C:15]=2[C:14]2=[N:22][N:23]([CH:26]3[CH2:31][CH2:30][CH2:29][CH2:28][O:27]3)[C:24]([CH3:25])=[C:13]2[C:12]1=[O:32])([CH3:4])([CH3:3])[CH3:2].[NH:34]1[CH2:38][CH2:37][CH2:36][CH2:35]1.C1(P(C2CCCCC2)C2C=CC=CC=2C2C=CC=CC=2N(C)C)CCCCC1.CC(C)([O-])C.[Na+]. (5) Given the product [Cl:16][C:17]1[N:18]=[CH:19][N:20]=[C:21]([N:12]2[CH2:13][CH2:14][N:10]([C:5]3[CH:6]=[N:7][CH:8]=[CH:9][C:4]=3[CH:1]3[CH2:3][CH2:2]3)[C:11]2=[O:15])[CH:22]=1, predict the reactants needed to synthesize it. The reactants are: [CH:1]1([C:4]2[CH:9]=[CH:8][N:7]=[CH:6][C:5]=2[N:10]2[CH2:14][CH2:13][NH:12][C:11]2=[O:15])[CH2:3][CH2:2]1.[Cl:16][C:17]1[CH:22]=[C:21](Cl)[N:20]=[CH:19][N:18]=1.CN[C@@H]1CCCC[C@H]1NC.P([O-])([O-])([O-])=O.[K+].[K+].[K+].